From a dataset of Forward reaction prediction with 1.9M reactions from USPTO patents (1976-2016). Predict the product of the given reaction. (1) Given the reactants C1(C(C2C=CC=CC=2)(C2C=CC=CC=2)[N:8]2[CH2:13][CH2:12][CH:11]3[S:14](=O)[CH2:15][CH:16]=[C:10]3[CH2:9]2)C=CC=CC=1.[ClH:30].CC(C)=[O:33], predict the reaction product. The product is: [ClH:30].[S:14]1[CH:11]2[C:10]([CH2:9][NH:8][CH2:13][CH2:12]2)=[CH:16][C:15]1=[O:33]. (2) The product is: [O:15]1[CH:10]([C:8]2[NH:7][C:6]3[CH:20]=[C:2]([C:36]4[CH:37]=[N:38][NH:39][CH:40]=4)[CH:3]=[C:4]([F:21])[C:5]=3[N:9]=2)[CH2:11][O:12][C:13]2[CH:19]=[CH:18][CH:17]=[CH:16][C:14]1=2. Given the reactants Br[C:2]1[CH:3]=[C:4]([F:21])[C:5]2[N:9]=[C:8]([CH:10]3[O:15][C:14]4[CH:16]=[CH:17][CH:18]=[CH:19][C:13]=4[O:12][CH2:11]3)[NH:7][C:6]=2[CH:20]=1.COCCOC.CC1(C)C(C)(C)OB([C:36]2[CH:37]=[N:38][NH:39][CH:40]=2)O1.C(=O)([O-])[O-].[Na+].[Na+], predict the reaction product. (3) Given the reactants [CH3:1][N:2]([CH3:21])[C:3]([N:5]1[CH2:11][C:10]2[CH:12]=[CH:13][C:14]([C:16](OC)=[O:17])=[CH:15][C:9]=2[O:8][CH2:7][C@@H:6]1[CH3:20])=[O:4].[NH2:22][OH:23].[OH-].[Na+], predict the reaction product. The product is: [OH:23][NH:22][C:16]([C:14]1[CH:13]=[CH:12][C:10]2[CH2:11][N:5]([C:3]([N:2]([CH3:21])[CH3:1])=[O:4])[C@@H:6]([CH3:20])[CH2:7][O:8][C:9]=2[CH:15]=1)=[O:17]. (4) The product is: [Cl:1][C:2]1[CH:3]=[CH:4][C:5]([O:8][CH:9]2[CH2:14][CH2:13][N:12]([S:31]([CH2:30][C:27]3[NH:26][C:25](=[O:24])[NH:29][N:28]=3)(=[O:33])=[O:32])[CH2:11][CH2:10]2)=[N:6][CH:7]=1. Given the reactants [Cl:1][C:2]1[CH:3]=[CH:4][C:5]([O:8][CH:9]2[CH2:14][CH2:13][NH:12][CH2:11][CH2:10]2)=[N:6][CH:7]=1.CCN(C(C)C)C(C)C.[O:24]=[C:25]1[NH:29][N:28]=[C:27]([CH2:30][S:31](Cl)(=[O:33])=[O:32])[NH:26]1, predict the reaction product. (5) Given the reactants [O:1]1[CH:5]=[CH:4][CH:3]=[C:2]1[C:6]1[N:7]=[C:8]([NH:17][C:18]([C:20]2[CH:25]=[CH:24][N:23]=[CH:22][CH:21]=2)=[O:19])[S:9][C:10]=1[C:11](=[O:16])N(OC)C.C(OCC)C.[C:31]1([Mg]Br)[CH:36]=[CH:35][CH:34]=[CH:33][CH:32]=1.[Cl-].[NH4+], predict the reaction product. The product is: [C:11]([C:10]1[S:9][C:8]([NH:17][C:18]([C:20]2[CH:21]=[CH:22][N:23]=[CH:24][CH:25]=2)=[O:19])=[N:7][C:6]=1[C:2]1[O:1][CH:5]=[CH:4][CH:3]=1)(=[O:16])[C:31]1[CH:36]=[CH:35][CH:34]=[CH:33][CH:32]=1. (6) Given the reactants [Br:1][C:2]1[CH:7]=[CH:6][CH:5]=[C:4]([CH:8]=[CH:9][O:10]C)[C:3]=1[CH3:12].C(=O)([O-])[O-].[K+].[K+], predict the reaction product. The product is: [Br:1][C:2]1[C:3]([CH3:12])=[C:4]([CH2:8][CH2:9][OH:10])[CH:5]=[CH:6][CH:7]=1. (7) Given the reactants [CH3:1][C:2]1([CH:10]2[CH2:15][CH2:14][CH:13]([OH:16])[CH2:12][CH2:11]2)[O:7][CH2:6][C:5]([CH3:9])([CH3:8])[CH2:4][O:3]1.C[N+]1([O-])CCOCC1.[O-]S([O-])(=S)=O.[Na+].[Na+], predict the reaction product. The product is: [CH3:1][C:2]1([CH:10]2[CH2:15][CH2:14][C:13](=[O:16])[CH2:12][CH2:11]2)[O:3][CH2:4][C:5]([CH3:8])([CH3:9])[CH2:6][O:7]1. (8) The product is: [C:17]([C:2]1[CH:11]=[CH:10][CH:9]=[C:8]2[C:3]=1[CH2:4][CH2:5][O:6][CH:7]2[C:12]1[NH:13][CH2:14][CH2:15][N:16]=1)#[CH:18]. Given the reactants Br[C:2]1[CH:11]=[CH:10][CH:9]=[C:8]2[C:3]=1[CH2:4][CH2:5][O:6][CH:7]2[C:12]1[NH:13][CH2:14][CH2:15][N:16]=1.[C:17]([Si](C)(C)C)#[CH:18], predict the reaction product. (9) Given the reactants [BrH:1].C(O)(=O)C.[CH3:6][O:7][C:8]1[CH:9]=[C:10]([C:14](=O)[CH2:15][S:16][C:17]#[N:18])[CH:11]=[CH:12][CH:13]=1.O, predict the reaction product. The product is: [Br:1][C:17]1[S:16][CH:15]=[C:14]([C:10]2[CH:11]=[CH:12][CH:13]=[C:8]([O:7][CH3:6])[CH:9]=2)[N:18]=1.